Dataset: Reaction yield outcomes from USPTO patents with 853,638 reactions. Task: Predict the reaction yield, written as a fraction of the theoretical maximum amount of product (1.0 means a 100% yield; for example, 0.34 means a 34% yield). (1) The catalyst is O1CCCC1. The reactants are [C:1]([C:3]1[CH:8]=[CH:7][CH:6]=[CH:5][C:4]=1[C:9]1[CH:14]=[CH:13][C:12]([C:15](OC)=O)=[C:11]([O:19][CH3:20])[CH:10]=1)#[N:2].[BH4-].[Li+].[C:23]([O:26][CH2:27][CH3:28])(=[O:25])[CH3:24].[Cl-].[NH4+]. The product is [C:1]([C:3]1[CH:8]=[CH:7][CH:6]=[CH:5][C:4]=1[C:9]1[CH:14]=[CH:13][C:12]([CH2:15][CH:24]([C:11](=[O:19])[CH2:10][CH2:9][CH3:4])[C:23]([O:26][CH2:27][CH3:28])=[O:25])=[C:11]([O:19][CH3:20])[CH:10]=1)#[N:2]. The yield is 0.890. (2) The product is [C:5]([O:9][C:10]([N:12]1[CH2:23][C:22]2([OH:24])[CH:14]([O:15][C:16]3([OH:32])[CH:20]([O:21]2)[CH2:19][N:18]([C:25]([O:27][C:28]([CH3:31])([CH3:30])[CH3:29])=[O:26])[CH2:17]3)[CH2:13]1)=[O:11])([CH3:8])([CH3:7])[CH3:6]. The reactants are CS(C)=O.[C:5]([O:9][C:10]([N:12]1[CH2:23][C:22]2([OH:24])[CH:14]([O:15][C:16]3([OH:32])[CH:20]([O:21]2)[CH2:19][N:18]([C:25]([O:27][C:28]([CH3:31])([CH3:30])[CH3:29])=[O:26])[CH2:17]3)[CH2:13]1)=[O:11])([CH3:8])([CH3:7])[CH3:6].C(Cl)(=O)C(Cl)=O.C(OC(N1C[C@H](O)[C@@H](O)C1)=O)(C)(C)C.C(N(CC)CC)C.C(O)(=O)CC(CC(O)=O)(C(O)=O)O. The yield is 0.200. The catalyst is C1COCC1. (3) The reactants are [N-:1]=[N+:2]=[N-:3].[Na+].Cl[CH2:6][CH2:7][CH2:8][N:9]1[C:13]([CH3:14])=[CH:12][C:11]2[CH:15]=[C:16]([C:18]([C:20]3[CH:25]=[CH:24][C:23]([O:26][CH3:27])=[CH:22][CH:21]=3)=[O:19])[S:17][C:10]1=2.O. The catalyst is CS(C)=O. The product is [N:1]([CH2:6][CH2:7][CH2:8][N:9]1[C:13]([CH3:14])=[CH:12][C:11]2[CH:15]=[C:16]([C:18]([C:20]3[CH:21]=[CH:22][C:23]([O:26][CH3:27])=[CH:24][CH:25]=3)=[O:19])[S:17][C:10]1=2)=[N+:2]=[N-:3]. The yield is 0.970. (4) The reactants are [Cl:1][C:2]1[C:10]([N:11]([CH3:20])[S:12]([C:15]2[S:16][CH:17]=[CH:18][CH:19]=2)(=[O:14])=[O:13])=[C:9]2[C:5]([CH:6]=[C:7]([C:21](=[S:23])[NH2:22])[NH:8]2)=[CH:4][CH:3]=1.Br[CH:25]([CH:28]=O)[CH:26]=[O:27].CN(C)C(=O)C. The catalyst is O. The product is [Cl:1][C:2]1[C:10]([N:11]([CH3:20])[S:12]([C:15]2[S:16][CH:17]=[CH:18][CH:19]=2)(=[O:14])=[O:13])=[C:9]2[C:5]([CH:6]=[C:7]([C:21]3[S:23][C:25]([CH2:26][OH:27])=[CH:28][N:22]=3)[NH:8]2)=[CH:4][CH:3]=1. The yield is 0.540. (5) The reactants are C(OC([NH:11][C@@H:12]([CH3:30])[CH:13]([O:22][Si:23]([C:26]([CH3:29])([CH3:28])[CH3:27])([CH3:25])[CH3:24])[C:14]([CH3:21])([CH3:20])[C:15](OCC)=[O:16])=O)C1C=CC=CC=1. The catalyst is CO.[C].[Pd]. The product is [Si:23]([O:22][C@@H:13]1[C@H:12]([CH3:30])[NH:11][C:15](=[O:16])[C:14]1([CH3:21])[CH3:20])([C:26]([CH3:29])([CH3:28])[CH3:27])([CH3:25])[CH3:24].[Si:23]([O:22][C@H:13]1[C@H:12]([CH3:30])[NH:11][C:15](=[O:16])[C:14]1([CH3:21])[CH3:20])([C:26]([CH3:29])([CH3:28])[CH3:27])([CH3:25])[CH3:24]. The yield is 0.301. (6) The reactants are [C:1]1([CH2:7][CH2:8][N:9]([CH2:21][C:22]2[CH:31]=[CH:30][C:25]([C:26](OC)=[O:27])=[CH:24][CH:23]=2)[C:10]2[S:11][CH:12]=[C:13]([C:15]3[CH:20]=[CH:19][CH:18]=[CH:17][CH:16]=3)[N:14]=2)[CH:6]=[CH:5][CH:4]=[CH:3][CH:2]=1.C1(C)C=CC=CC=1.[H-].C([Al+]CC(C)C)C(C)C.O.O.O.O.O.O.O.O.O.O.[O-]S([O-])(=O)=O.[Na+].[Na+]. The catalyst is O1CCCC1. The product is [C:1]1([CH2:7][CH2:8][N:9]([CH2:21][C:22]2[CH:23]=[CH:24][C:25]([CH2:26][OH:27])=[CH:30][CH:31]=2)[C:10]2[S:11][CH:12]=[C:13]([C:15]3[CH:20]=[CH:19][CH:18]=[CH:17][CH:16]=3)[N:14]=2)[CH:6]=[CH:5][CH:4]=[CH:3][CH:2]=1. The yield is 0.810. (7) The reactants are [O:1]1[CH2:6][CH2:5][CH:4]([NH:7][C:8]2[N:13]=[C:12]([C:14]3[CH:19]=[CH:18][NH:17][C:16](=[O:20])[CH:15]=3)[CH:11]=[CH:10][N:9]=2)[CH2:3][CH2:2]1.[C:21]([O-])([O-])=O.[K+].[K+].C([Si]([O:34][C:35]1([C:38]2[CH:43]=[CH:42][C:41]([Cl:44])=[C:40]([F:45])[CH:39]=2)[CH2:37][O:36]1)(C)C)(C)(C)C. The catalyst is CN(C=O)C.O. The product is [Cl:44][C:41]1[CH:42]=[CH:43][C:38]([C:35]([OH:34])([CH2:37][OH:36])[CH2:21][N:17]2[CH:18]=[CH:19][C:14]([C:12]3[CH:11]=[CH:10][N:9]=[C:8]([NH:7][CH:4]4[CH2:5][CH2:6][O:1][CH2:2][CH2:3]4)[N:13]=3)=[CH:15][C:16]2=[O:20])=[CH:39][C:40]=1[F:45]. The yield is 0.300.